This data is from TCR-epitope binding with 47,182 pairs between 192 epitopes and 23,139 TCRs. The task is: Binary Classification. Given a T-cell receptor sequence (or CDR3 region) and an epitope sequence, predict whether binding occurs between them. The epitope is FLASKIGRLV. The TCR CDR3 sequence is CASSPTTAPNEKLFF. Result: 0 (the TCR does not bind to the epitope).